Predict the product of the given reaction. From a dataset of Forward reaction prediction with 1.9M reactions from USPTO patents (1976-2016). Given the reactants [C:1]([O:5][C:6]([N:8]([CH3:44])[CH:9]1[CH2:14][CH2:13][CH:12]([O:15][C:16]2[C:27]3[C:26]4[C@@H:25]([CH2:28][C@@H:29]([NH:33][C:34](=O)[O:35]CC5C=CC=CC=5)[C:30](=[O:32])[NH2:31])[CH2:24][CH2:23][C:22]=4[S:21][C:20]=3[N:19]=[CH:18][N:17]=2)[CH2:11][CH2:10]1)=[O:7])([CH3:4])([CH3:3])[CH3:2], predict the reaction product. The product is: [O:35]=[C:34]1[NH:33][C@H:29]([CH2:28][C@H:25]2[CH2:24][CH2:23][C:22]3[S:21][C:20]4[N:19]=[CH:18][N:17]=[C:16]([O:15][CH:12]5[CH2:11][CH2:10][CH:9]([N:8]([CH3:44])[C:6](=[O:7])[O:5][C:1]([CH3:4])([CH3:2])[CH3:3])[CH2:14][CH2:13]5)[C:27]=4[C:26]2=3)[C:30](=[O:32])[NH:31]1.